Dataset: Forward reaction prediction with 1.9M reactions from USPTO patents (1976-2016). Task: Predict the product of the given reaction. (1) The product is: [CH:27]1[C:28]2[C:33](=[CH:32][CH:31]=[CH:30][CH:29]=2)[CH:34]=[CH:35][C:26]=1[S:23]([NH:22][CH:15]([C:16]1[CH:21]=[CH:20][CH:19]=[CH:18][CH:17]=1)[CH2:14][C:13]([NH:12][CH:7]1[C:8]2[C:4](=[C:3]([CH2:1][N:37]3[CH2:42][CH2:41][CH2:40][CH2:39][CH2:38]3)[CH:11]=[CH:10][CH:9]=2)[CH2:5][CH2:6]1)=[O:36])(=[O:24])=[O:25]. Given the reactants [CH:1]([C:3]1[CH:11]=[CH:10][CH:9]=[C:8]2[C:4]=1[CH2:5][CH2:6][CH:7]2[NH:12][C:13](=[O:36])[CH2:14][CH:15]([NH:22][S:23]([C:26]1[CH:35]=[CH:34][C:33]2[C:28](=[CH:29][CH:30]=[CH:31][CH:32]=2)[CH:27]=1)(=[O:25])=[O:24])[C:16]1[CH:21]=[CH:20][CH:19]=[CH:18][CH:17]=1)=O.[NH:37]1[CH2:42][CH2:41][CH2:40][CH2:39][CH2:38]1, predict the reaction product. (2) Given the reactants [CH3:1][CH:2]1[O:7][CH:6]([CH3:8])[CH2:5][NH:4][CH2:3]1.C(N(CC)CC)C.[CH2:16](Br)[C:17]1[CH:22]=[CH:21][CH:20]=[CH:19][CH:18]=1.C(=O)([O-])O.[Na+], predict the reaction product. The product is: [CH2:16]([N:4]1[CH2:5][CH:6]([CH3:8])[O:7][CH:2]([CH3:1])[CH2:3]1)[C:17]1[CH:22]=[CH:21][CH:20]=[CH:19][CH:18]=1.